From a dataset of Forward reaction prediction with 1.9M reactions from USPTO patents (1976-2016). Predict the product of the given reaction. Given the reactants [Li]C(CC)C.C1CCCCC1.[CH2:12]([NH:14][C:15](=[O:23])[C:16]1[CH:21]=[CH:20][CH:19]=[CH:18][C:17]=1[F:22])[CH3:13].[CH3:24][Si:25](Cl)([CH3:27])[CH3:26], predict the reaction product. The product is: [CH2:12]([NH:14][C:15](=[O:23])[C:16]1[C:21]([Si:25]([CH3:27])([CH3:26])[CH3:24])=[CH:20][CH:19]=[CH:18][C:17]=1[F:22])[CH3:13].